From a dataset of Catalyst prediction with 721,799 reactions and 888 catalyst types from USPTO. Predict which catalyst facilitates the given reaction. (1) Reactant: CN(C)C=O.Cl[CH2:7][C:8]([C:10]1[N:11]=[CH:12][S:13][CH:14]=1)=O.[C:15]([CH2:17][C:18](=[S:20])[NH2:19])#[N:16].C(=O)([O-])[O-].[K+].[K+]. Product: [S:20]1[CH:7]=[C:8]([C:10]2[N:11]=[CH:12][S:13][CH:14]=2)[N:19]=[C:18]1[CH2:17][C:15]#[N:16]. The catalyst class is: 84. (2) Reactant: CC1(C)[O:6][CH:5]([CH2:7][N:8]2[CH:12]([CH3:13])[C:11]3[CH:14]=[C:15]([C:18]4[C:26]5[C:21](=[CH:22][C:23]([F:27])=[CH:24][CH:25]=5)[N:20](C(OC(C)(C)C)=O)[CH:19]=4)[CH:16]=[CH:17][C:10]=3[S:9]2(=[O:36])=[O:35])[CH2:4][O:3]1.FC(F)(F)C(O)=O. Product: [OH:6][C@@H:5]([CH2:4][OH:3])[CH2:7][N:8]1[CH:12]([CH3:13])[C:11]2[CH:14]=[C:15]([C:18]3[C:26]4[C:21](=[CH:22][C:23]([F:27])=[CH:24][CH:25]=4)[NH:20][CH:19]=3)[CH:16]=[CH:17][C:10]=2[S:9]1(=[O:36])=[O:35]. The catalyst class is: 4.